This data is from Ames mutagenicity test results for genotoxicity prediction. The task is: Regression/Classification. Given a drug SMILES string, predict its toxicity properties. Task type varies by dataset: regression for continuous values (e.g., LD50, hERG inhibition percentage) or binary classification for toxic/non-toxic outcomes (e.g., AMES mutagenicity, cardiotoxicity, hepatotoxicity). Dataset: ames. (1) The drug is Cc1ccc(S(=O)(=O)N2C3c4ccccc4-c4ccccc4C32)cc1. The result is 1 (mutagenic). (2) The drug is CC1CS1. The result is 0 (non-mutagenic).